Dataset: Full USPTO retrosynthesis dataset with 1.9M reactions from patents (1976-2016). Task: Predict the reactants needed to synthesize the given product. (1) Given the product [F:26][C:3]1([F:2])[CH2:8][CH2:7][N:6]([C:9]2[S:17][C:16]3[C:15]([N:18]4[CH2:23][CH2:22][N:21]([C:28]([NH:27][C@H:30]([C:32]5[CH:37]=[CH:36][CH:35]=[C:34]([O:38][CH3:39])[CH:33]=5)[CH3:31])=[O:29])[C:20]([CH3:24])([CH3:25])[CH2:19]4)=[N:14][CH:13]=[N:12][C:11]=3[CH:10]=2)[CH2:5][CH2:4]1, predict the reactants needed to synthesize it. The reactants are: Cl.[F:2][C:3]1([F:26])[CH2:8][CH2:7][N:6]([C:9]2[S:17][C:16]3[C:15]([N:18]4[CH2:23][CH2:22][NH:21][C:20]([CH3:25])([CH3:24])[CH2:19]4)=[N:14][CH:13]=[N:12][C:11]=3[CH:10]=2)[CH2:5][CH2:4]1.[N:27]([C@H:30]([C:32]1[CH:37]=[CH:36][CH:35]=[C:34]([O:38][CH3:39])[CH:33]=1)[CH3:31])=[C:28]=[O:29].C(N(CC)C(C)C)(C)C. (2) Given the product [CH2:17]([N:19]1[CH2:23][CH2:22][CH:21]([O:8][C:7](=[O:9])[C@:6]([CH:1]2[CH2:5][CH2:4][CH2:3][CH2:2]2)([OH:16])[C:10]2[CH:11]=[CH:12][CH:13]=[CH:14][CH:15]=2)[CH2:20]1)[CH3:18], predict the reactants needed to synthesize it. The reactants are: [CH:1]1([C@@:6]([OH:16])([C:10]2[CH:15]=[CH:14][CH:13]=[CH:12][CH:11]=2)[C:7]([OH:9])=[O:8])[CH2:5][CH2:4][CH2:3][CH2:2]1.[CH2:17]([N:19]1[CH2:23][CH2:22][CH:21](O)[CH2:20]1)[CH3:18].O. (3) Given the product [Cl:1][C:2]1[N:3]=[C:4]([CH3:12])[C:5]([C:6]2[O:7][C:13](=[O:14])[NH:9][N:8]=2)=[CH:10][CH:11]=1, predict the reactants needed to synthesize it. The reactants are: [Cl:1][C:2]1[CH:11]=[CH:10][C:5]([C:6]([NH:8][NH2:9])=[O:7])=[C:4]([CH3:12])[N:3]=1.[C:13](N1C=CN=C1)(N1C=CN=C1)=[O:14]. (4) Given the product [OH:18][CH2:17][C:11]1[C:12]([N+:14]([O-:16])=[O:15])=[CH:13][C:8]([O:7][CH2:6][CH2:5][CH2:4][C:3]([OH:21])=[O:2])=[C:9]([O:19][CH3:20])[CH:10]=1, predict the reactants needed to synthesize it. The reactants are: C[O:2][C:3](=[O:21])[CH2:4][CH2:5][CH2:6][O:7][C:8]1[CH:13]=[C:12]([N+:14]([O-:16])=[O:15])[C:11]([CH2:17][OH:18])=[CH:10][C:9]=1[O:19][CH3:20].[OH-].[Na+].O.Cl. (5) Given the product [CH3:25][CH:26]1[CH2:31][CH:30]([CH3:32])[CH2:29][N:28]([CH2:22][C:17]2[CH:16]=[C:15]3[C:20]([CH:21]=[C:12]([C:10]4[N:11]=[C:7]([C:4]5[CH:5]=[CH:6][N:1]=[CH:2][CH:3]=5)[S:8][CH:9]=4)[C:13](=[O:24])[NH:14]3)=[CH:19][CH:18]=2)[CH2:27]1, predict the reactants needed to synthesize it. The reactants are: [N:1]1[CH:6]=[CH:5][C:4]([C:7]2[S:8][CH:9]=[C:10]([C:12]3[C:13](=[O:24])[NH:14][C:15]4[C:20]([CH:21]=3)=[CH:19][CH:18]=[C:17]([CH:22]=O)[CH:16]=4)[N:11]=2)=[CH:3][CH:2]=1.[CH3:25][CH:26]1[CH2:31][CH:30]([CH3:32])[CH2:29][NH:28][CH2:27]1. (6) The reactants are: CN.[C:3](N1C=CN=C1)([N:5]1C=CN=[CH:6]1)=[O:4].[CH2:15]([C@:17]1([C:42]#[N:43])[CH2:21][CH2:20][N:19]([C:22]2[CH:27]=[CH:26][N:25]=[C:24]([NH:28][C:29]3[CH:34]=[CH:33][C:32]([N:35]4[CH2:40][CH2:39][NH:38][CH2:37][CH2:36]4)=[CH:31][CH:30]=3)[N:23]=2)[C:18]1=[O:41])[CH3:16].O. Given the product [C:42]([C@@:17]1([CH2:15][CH3:16])[CH2:21][CH2:20][N:19]([C:22]2[CH:27]=[CH:26][N:25]=[C:24]([NH:28][C:29]3[CH:30]=[CH:31][C:32]([N:35]4[CH2:40][CH2:39][N:38]([C:3]([NH:5][CH3:6])=[O:4])[CH2:37][CH2:36]4)=[CH:33][CH:34]=3)[N:23]=2)[C:18]1=[O:41])#[N:43], predict the reactants needed to synthesize it. (7) Given the product [O:15]([C:22]1[CH:23]=[C:24]([CH:25]=[CH:26][CH:27]=1)[CH2:28][NH:29][C:12]([C:10]1[S:11][C:7]([C:4]2[CH:3]=[CH:2][N:1]=[CH:6][CH:5]=2)=[CH:8][CH:9]=1)=[O:14])[C:16]1[CH:17]=[CH:18][CH:19]=[CH:20][CH:21]=1, predict the reactants needed to synthesize it. The reactants are: [N:1]1[CH:6]=[CH:5][C:4]([C:7]2[S:11][C:10]([C:12]([OH:14])=O)=[CH:9][CH:8]=2)=[CH:3][CH:2]=1.[O:15]([C:22]1[CH:23]=[C:24]([CH2:28][NH2:29])[CH:25]=[CH:26][CH:27]=1)[C:16]1[CH:21]=[CH:20][CH:19]=[CH:18][CH:17]=1.